Dataset: Catalyst prediction with 721,799 reactions and 888 catalyst types from USPTO. Task: Predict which catalyst facilitates the given reaction. (1) Reactant: C(=O)([O-])[O-].[Na+].[Na+].[C:7]1([C:9](=[CH:11][CH:12]=[CH:13][CH:14]=1)[OH:10])[OH:8].[C:15](Cl)(=[O:22])[C:16]1[CH:21]=[CH:20][CH:19]=[CH:18][CH:17]=1.Cl. Product: [C:15]([O:8][C:7]1[CH:14]=[CH:13][CH:12]=[CH:11][C:9]=1[OH:10])(=[O:22])[C:16]1[CH:21]=[CH:20][CH:19]=[CH:18][CH:17]=1. The catalyst class is: 6. (2) Reactant: [NH2:1][C:2]1[C:7]([NH2:8])=[C:6]([NH:9][C@@H:10]2[C@@H:15]3[O:16][C@@H:12]([CH2:13][CH2:14]3)[C@@H:11]2[C:17]([NH2:19])=[O:18])[C:5]([Cl:20])=[CH:4][N:3]=1.[CH3:21][N:22]1[CH:26]=[C:25]([CH:27]=O)[CH:24]=[N:23]1.C([O-])(=O)C.[NH4+]. Product: [Cl:20][C:5]1[C:6]([NH:9][C@@H:10]2[C@@H:15]3[O:16][C@@H:12]([CH2:13][CH2:14]3)[C@@H:11]2[C:17]([NH2:19])=[O:18])=[C:7]2[N:8]=[C:27]([C:25]3[CH:24]=[N:23][N:22]([CH3:21])[CH:26]=3)[NH:1][C:2]2=[N:3][CH:4]=1. The catalyst class is: 14. (3) Product: [CH3:7][O:8][CH2:9][CH2:10][N:11]([CH2:12][CH2:13][O:14][CH3:15])[C:22]1[CH:27]=[CH:26][C:25]([N+:28]([O-:30])=[O:29])=[CH:24][N:23]=1. Reactant: C(=O)([O-])[O-].[K+].[K+].[CH3:7][O:8][CH2:9][CH2:10][NH:11][CH2:12][CH2:13][O:14][CH3:15].CN(C=O)C.Cl[C:22]1[CH:27]=[CH:26][C:25]([N+:28]([O-:30])=[O:29])=[CH:24][N:23]=1. The catalyst class is: 6. (4) Reactant: C([O:3][C:4](=O)[C:5]1[CH:10]=[C:9]([F:11])[C:8]([N:12]2[CH2:16][CH2:15][C@H:14]([NH:17][C:18]([O:20][C:21]([CH3:24])([CH3:23])[CH3:22])=[O:19])[CH2:13]2)=[C:7]([Cl:25])[C:6]=1[N:26]([CH:30]1[CH2:32][CH2:31]1)[C:27]([NH2:29])=[O:28])C. Product: [C:21]([O:20][C:18](=[O:19])[NH:17][C@H:14]1[CH2:15][CH2:16][N:12]([C:8]2[C:7]([Cl:25])=[C:6]3[C:5]([C:4](=[O:3])[NH:29][C:27](=[O:28])[N:26]3[CH:30]3[CH2:32][CH2:31]3)=[CH:10][C:9]=2[F:11])[CH2:13]1)([CH3:23])([CH3:22])[CH3:24]. The catalyst class is: 11. (5) Reactant: [Cl:1][CH2:2][C:3]1[CH:7]=[C:6]([CH3:8])[O:5][N:4]=1.[CH2:9]([P:13]([CH2:18][CH2:19][CH2:20][CH3:21])[CH2:14][CH2:15][CH2:16][CH3:17])[CH2:10][CH2:11][CH3:12].CCOCC. Product: [Cl-:1].[CH3:8][C:6]1[O:5][N:4]=[C:3]([CH2:2][P+:13]([CH2:14][CH2:15][CH2:16][CH3:17])([CH2:18][CH2:19][CH2:20][CH3:21])[CH2:9][CH2:10][CH2:11][CH3:12])[CH:7]=1. The catalyst class is: 48. (6) Reactant: [F:1][C:2]([F:16])([F:15])[C:3]1[N:8]=[C:7]([N:9]2[CH2:14][CH2:13][NH:12][CH2:11][CH2:10]2)[CH:6]=[CH:5][CH:4]=1.[C:17]([O:21][C:22]([NH:24][C@@H:25]1[CH2:29][CH2:28][C@:27]([CH:33]([CH3:35])[CH3:34])([C:30](O)=[O:31])[CH2:26]1)=[O:23])([CH3:20])([CH3:19])[CH3:18].C(N(CC)CC)C.F[P-](F)(F)(F)(F)F.N1(O[P+](N(C)C)(N(C)C)N(C)C)C2C=CC=CC=2N=N1. Product: [CH:33]([C@:27]1([C:30]([N:12]2[CH2:11][CH2:10][N:9]([C:7]3[CH:6]=[CH:5][CH:4]=[C:3]([C:2]([F:1])([F:15])[F:16])[N:8]=3)[CH2:14][CH2:13]2)=[O:31])[CH2:28][CH2:29][C@@H:25]([NH:24][C:22](=[O:23])[O:21][C:17]([CH3:19])([CH3:18])[CH3:20])[CH2:26]1)([CH3:35])[CH3:34]. The catalyst class is: 2. (7) Reactant: Br[C:2]1[C:14]([CH3:15])=[CH:13][C:5]([O:6][CH:7]2[CH2:12][CH2:11][CH2:10][CH2:9][O:8]2)=[CH:4][C:3]=1[CH3:16].C([Li])CCC.C(O[B:26]1[O:30][C:29]([CH3:32])([CH3:31])[C:28]([CH3:34])([CH3:33])[O:27]1)(C)C. Product: [CH3:16][C:3]1[CH:4]=[C:5]([CH:13]=[C:14]([CH3:15])[C:2]=1[B:26]1[O:30][C:29]([CH3:32])([CH3:31])[C:28]([CH3:34])([CH3:33])[O:27]1)[O:6][CH:7]1[CH2:12][CH2:11][CH2:10][CH2:9][O:8]1. The catalyst class is: 134. (8) The catalyst class is: 82. Product: [Cl:1][C:2]1[CH:3]=[C:4]([N+:12]([O-:14])=[O:13])[CH:5]=[C:6]2[C:10]=1[NH:9][C:8](=[O:11])[CH2:7]2. Reactant: [Cl:1][C:2]1[CH:3]=[CH:4][CH:5]=[C:6]2[C:10]=1[NH:9][C:8](=[O:11])[CH2:7]2.[N+:12]([O-])([OH:14])=[O:13]. (9) Reactant: [C:1]([Si:5]([CH3:43])([CH3:42])[O:6][C:7]1[CH:8]=[CH:9][C:10]2[C:16]([CH:17]([OH:33])[C:18]3[CH:23]=[CH:22][C:21]([O:24][CH2:25][CH2:26][N:27]4[CH2:32][CH2:31][CH2:30][CH2:29][CH2:28]4)=[CH:20][CH:19]=3)=[C:15]([C:34]3[CH:39]=[CH:38][CH:37]=[CH:36][C:35]=3O)[CH2:14][CH2:13][O:12][C:11]=2[CH:41]=1)([CH3:4])([CH3:3])[CH3:2].Cl. Product: [C:1]([Si:5]([CH3:43])([CH3:42])[O:6][C:7]1[CH:8]=[CH:9][C:10]2[C:16]3[CH:17]([C:18]4[CH:19]=[CH:20][C:21]([O:24][CH2:25][CH2:26][N:27]5[CH2:32][CH2:31][CH2:30][CH2:29][CH2:28]5)=[CH:22][CH:23]=4)[O:33][C:35]4[C:34](=[CH:39][CH:38]=[CH:37][CH:36]=4)[C:15]=3[CH2:14][CH2:13][O:12][C:11]=2[CH:41]=1)([CH3:4])([CH3:2])[CH3:3]. The catalyst class is: 11.